Dataset: Drug-target binding data from BindingDB patent sources. Task: Regression. Given a target protein amino acid sequence and a drug SMILES string, predict the binding affinity score between them. We predict pAffinity (pAffinity = -log10(affinity in M)). Dataset: bindingdb_patent. (1) The compound is Cc1cnc(c(F)c1)C(F)(F)CN1CCC(CC1)Nc1ncnc2[nH]ccc12. The target protein (Q13224) has sequence MKPRAECCSPKFWLVLAVLAVSGSRARSQKSPPSIGIAVILVGTSDEVAIKDAHEKDDFHHLSVVPRVELVAMNETDPKSIITRICDLMSDRKIQGVVFADDTDQEAIAQILDFISAQTLTPILGIHGGSSMIMADKDESSMFFQFGPSIEQQASVMLNIMEEYDWYIFSIVTTYFPGYQDFVNKIRSTIENSFVGWELEEVLLLDMSLDDGDSKIQNQLKKLQSPIILLYCTKEEATYIFEVANSVGLTGYGYTWIVPSLVAGDTDTVPAEFPTGLISVSYDEWDYGLPARVRDGIAIITTAASDMLSEHSFIPEPKSSCYNTHEKRIYQSNMLNRYLINVTFEGRNLSFSEDGYQMHPKLVIILLNKERKWERVGKWKDKSLQMKYYVWPRMCPETEEQEDDHLSIVTLEEAPFVIVESVDPLSGTCMRNTVPCQKRIVTENKTDEEPGYIKKCCKGFCIDILKKISKSVKFTYDLYLVTNGKHGKKINGTWNGMIGE.... The pAffinity is 7.4. (2) The compound is OC(=O)CNC(=O)c1ncc(cc1O)-c1ccc(Cl)cc1. The target protein (Q9GZT9) has sequence MANDSGGPGGPSPSERDRQYCELCGKMENLLRCSRCRSSFYCCKEHQRQDWKKHKLVCQGSEGALGHGVGPHQHSGPAPPAAVPPPRAGAREPRKAAARRDNASGDAAKGKVKAKPPADPAAAASPCRAAAGGQGSAVAAEAEPGKEEPPARSSLFQEKANLYPPSNTPGDALSPGGGLRPNGQTKPLPALKLALEYIVPCMNKHGICVVDDFLGKETGQQIGDEVRALHDTGKFTDGQLVSQKSDSSKDIRGDKITWIEGKEPGCETIGLLMSSMDDLIRHCNGKLGSYKINGRTKAMVACYPGNGTGYVRHVDNPNGDGRCVTCIYYLNKDWDAKVSGGILRIFPEGKAQFADIEPKFDRLLFFWSDRRNPHEVQPAYATRYAITVWYFDADERARAKVKYLTGEKGVRVELNKPSDSVGKDVF. The pAffinity is 6.6. (3) The drug is O[C@@H]([C@@H](CN1CCCC1)NC(=O)CC1Cc2ccccc2C1)c1ccc(OCC(F)(F)F)cc1. The target protein (Q16739) has sequence MALLDLALEGMAVFGFVLFLVLWLMHFMAIIYTRLHLNKKATDKQPYSKLPGVSLLKPLKGVDPNLINNLETFFELDYPKYEVLLCVQDHDDPAIDVCKKLLGKYPNVDARLFIGGKKVGINPKINNLMPGYEVAKYDLIWICDSGIRVIPDTLTDMVNQMTEKVGLVHGLPYVADRQGFAATLEQVYFGTSHPRYYISANVTGFKCVTGMSCLMRKDVLDQAGGLIAFAQYIAEDYFMAKAIADRGWRFAMSTQVAMQNSGSYSISQFQSRMIRWTKLRINMLPATIICEPISECFVASLIIGWAAHHVFRWDIMVFFMCHCLAWFIFDYIQLRGVQGGTLCFSKLDYAVAWFIRESMTIYIFLSALWDPTISWRTGRYRLRCGGTAEEILDV. The pAffinity is 8.6.